This data is from Full USPTO retrosynthesis dataset with 1.9M reactions from patents (1976-2016). The task is: Predict the reactants needed to synthesize the given product. (1) Given the product [C:1]([O:5][C:6]([N:8]1[CH2:12][CH2:11][CH2:10][C@H:9]1[CH2:13][NH:14][C:15]1[C:16]([O:22][C:23]2[CH:28]=[CH:27][C:26]([O:29][CH3:30])=[CH:25][CH:24]=2)=[N:17][C:18]([NH:38][C:34]2[CH:35]=[CH:36][CH:37]=[C:32]([F:31])[CH:33]=2)=[N:19][CH:20]=1)=[O:7])([CH3:4])([CH3:3])[CH3:2], predict the reactants needed to synthesize it. The reactants are: [C:1]([O:5][C:6]([N:8]1[CH2:12][CH2:11][CH2:10][C@H:9]1[CH2:13][NH:14][C:15]1[C:16]([O:22][C:23]2[CH:28]=[CH:27][C:26]([O:29][CH3:30])=[CH:25][CH:24]=2)=[N:17][C:18](Cl)=[N:19][CH:20]=1)=[O:7])([CH3:4])([CH3:3])[CH3:2].[F:31][C:32]1[CH:33]=[C:34]([NH2:38])[CH:35]=[CH:36][CH:37]=1.C([O-])([O-])=O.[K+].[K+].CC1(C)C2C=CC=C(P(C3C=CC=CC=3)C3C=CC=CC=3)C=2OC2C1=CC=CC=2P(C1C=CC=CC=1)C1C=CC=CC=1. (2) Given the product [CH2:1]([NH:13][C:34]([C:31]1[CH:32]=[CH:33][C:28]([C:25]2[CH:26]=[CH:27][C:22]([CH2:21][N:20]([C:52](=[O:56])[C:53]([OH:55])=[O:54])[CH2:19][C:68]3[CH:71]=[CH:72][CH:73]=[C:66]([O:59][C:60]4[CH:65]=[CH:64][CH:63]=[CH:62][CH:61]=4)[CH:67]=3)=[CH:23][CH:24]=2)=[CH:29][CH:30]=1)=[O:35])[CH2:2][CH2:3][CH2:4][CH2:5][CH2:6][CH2:7][CH2:8][CH2:9][CH2:10][CH2:11][CH3:12], predict the reactants needed to synthesize it. The reactants are: [CH2:1]([NH2:13])[CH2:2][CH2:3][CH2:4][CH2:5][CH2:6][CH2:7][CH2:8][CH2:9][CH2:10][CH2:11][CH3:12].IC1C=CC([CH2:19][N:20]([C:52](=[O:56])[C:53]([OH:55])=[O:54])[CH2:21][C:22]2[CH:27]=[CH:26][C:25]([C:28]3[CH:33]=[CH:32][C:31]([C:34](NCCC4C=CC(OC5C=CC=CC=5)=CC=4)=[O:35])=[CH:30][CH:29]=3)=[CH:24][CH:23]=2)=CC=1.[O:59]([C:66]1[CH:67]=[C:68]([CH:71]=[CH:72][CH:73]=1)C=O)[C:60]1[CH:65]=[CH:64][CH:63]=[CH:62][CH:61]=1. (3) Given the product [NH2:1][C:2]1[N:3]=[C:4]([CH3:17])[C:5]2[CH:11]=[C:10]([C:20]3[NH:19][N:18]=[CH:22][CH:21]=3)[C:9](=[O:13])[N:8]([CH:14]([CH3:16])[CH3:15])[C:6]=2[N:7]=1, predict the reactants needed to synthesize it. The reactants are: [NH2:1][C:2]1[N:3]=[C:4]([CH3:17])[C:5]2[CH:11]=[C:10](Br)[C:9](=[O:13])[N:8]([CH:14]([CH3:16])[CH3:15])[C:6]=2[N:7]=1.[NH:18]1[CH:22]=[CH:21][C:20](B(O)O)=[N:19]1.C([O-])([O-])=O.[K+].[K+]. (4) Given the product [F:34][C:35]([F:40])([F:39])[C:36]([OH:38])=[O:37].[F:34][C:35]([F:40])([F:39])[C:36]([OH:38])=[O:37].[NH2:8][CH2:9][C:10]([C:12]1[CH:13]=[CH:14][C:15]([C:18]2[CH:23]=[C:22]([C:24]3[NH:32][C:31]4[CH2:30][CH2:29][NH:28][C:27](=[O:33])[C:26]=4[CH:25]=3)[CH:21]=[CH:20][N:19]=2)=[CH:16][CH:17]=1)=[O:11], predict the reactants needed to synthesize it. The reactants are: C(OC([NH:8][CH2:9][C:10]([C:12]1[CH:17]=[CH:16][C:15]([C:18]2[CH:23]=[C:22]([C:24]3[NH:32][C:31]4[CH2:30][CH2:29][NH:28][C:27](=[O:33])[C:26]=4[CH:25]=3)[CH:21]=[CH:20][N:19]=2)=[CH:14][CH:13]=1)=[O:11])=O)(C)(C)C.[F:34][C:35]([F:40])([F:39])[C:36]([OH:38])=[O:37]. (5) Given the product [CH3:20][O:21][C:22]1[C:23](=[O:49])[C:24]([CH3:48])=[C:25]([CH2:31][C:32]2[CH:33]=[CH:34][C:35]([O:41][C:42]3[CH:47]=[CH:46][CH:45]=[CH:44][CH:43]=3)=[C:36]([CH:40]=2)[C:37]([N:3]2[CH2:4][CH2:5][CH2:6][CH2:7][CH:2]2[CH3:1])=[O:38])[C:26](=[O:30])[C:27]=1[O:28][CH3:29], predict the reactants needed to synthesize it. The reactants are: [CH3:1][CH:2]1[CH2:7][CH2:6][CH2:5][CH2:4][NH:3]1.Cl.C(N=C=NCCCN(C)C)C.[CH3:20][O:21][C:22]1[C:23](=[O:49])[C:24]([CH3:48])=[C:25]([CH2:31][C:32]2[CH:33]=[CH:34][C:35]([O:41][C:42]3[CH:47]=[CH:46][CH:45]=[CH:44][CH:43]=3)=[C:36]([CH:40]=2)[C:37](O)=[O:38])[C:26](=[O:30])[C:27]=1[O:28][CH3:29]. (6) The reactants are: O[CH2:2][CH2:3][C:4]([C:10]1[CH:15]=[CH:14][CH:13]=[C:12]([O:16][CH3:17])[CH:11]=1)([CH2:7][CH2:8]O)[C:5]#[N:6].FC(F)(F)S(OS(C(F)(F)F)(=O)=O)(=O)=O.C(N(CC)CC)C.[F:40][C:41]1[CH:47]=[CH:46][C:44]([NH2:45])=[CH:43][CH:42]=1.C(C1C=CC=CC=1N(CC)CC)C. Given the product [F:40][C:41]1[CH:47]=[CH:46][C:44]([N:45]2[CH2:8][CH2:7][C:4]([C:10]3[CH:15]=[CH:14][CH:13]=[C:12]([O:16][CH3:17])[CH:11]=3)([C:5]#[N:6])[CH2:3][CH2:2]2)=[CH:43][CH:42]=1, predict the reactants needed to synthesize it. (7) The reactants are: [CH2:1]([O:3][C:4](=[O:31])[CH2:5][CH2:6][C:7]1[CH:12]=[CH:11][C:10]([O:13][C:14]2[CH:19]=[CH:18][CH:17]=[CH:16][C:15]=2[CH2:20][CH2:21][NH:22]C(OC(C)(C)C)=O)=[CH:9][C:8]=1[CH3:30])[CH3:2].Cl. Given the product [CH2:1]([O:3][C:4](=[O:31])[CH2:5][CH2:6][C:7]1[CH:12]=[CH:11][C:10]([O:13][C:14]2[CH:19]=[CH:18][CH:17]=[CH:16][C:15]=2[CH2:20][CH2:21][NH2:22])=[CH:9][C:8]=1[CH3:30])[CH3:2], predict the reactants needed to synthesize it.